Predict the product of the given reaction. From a dataset of Forward reaction prediction with 1.9M reactions from USPTO patents (1976-2016). (1) Given the reactants O1CCCC1.[CH2:6]([NH2:8])[CH3:7].CS([C:12]1[N:13]([C:24]2[CH:29]=[CH:28][C:27]([O:30][CH2:31][C:32]([F:35])([F:34])[F:33])=[CH:26][CH:25]=2)[C:14](=[O:23])[C:15]2[CH:21]=[CH:20][C:19](=[O:22])[NH:18][C:16]=2[N:17]=1)=O.Cl, predict the reaction product. The product is: [CH2:6]([NH:8][C:12]1[N:13]([C:24]2[CH:25]=[CH:26][C:27]([O:30][CH2:31][C:32]([F:35])([F:34])[F:33])=[CH:28][CH:29]=2)[C:14](=[O:23])[C:15]2[CH:21]=[CH:20][C:19](=[O:22])[NH:18][C:16]=2[N:17]=1)[CH3:7]. (2) Given the reactants C[Si]([N-][Si](C)(C)C)(C)C.[Na+].[CH3:11][O:12][CH2:13][CH:14]([OH:16])[CH3:15].[Br:17][C:18]1[CH:19]=[C:20]([CH:23]=[C:24](F)[CH:25]=1)[C:21]#[N:22].O, predict the reaction product. The product is: [Br:17][C:18]1[CH:19]=[C:20]([CH:23]=[C:24]([O:16][CH:14]([CH3:15])[CH2:13][O:12][CH3:11])[CH:25]=1)[C:21]#[N:22]. (3) Given the reactants Cl.[CH3:2][C:3]([CH3:20])([CH3:19])[C:4]#[C:5][CH2:6][O:7][CH2:8][CH:9]1[CH2:18][CH2:17][C:12]2(OCC[O:13]2)[CH2:11][CH2:10]1.[OH-].[Na+], predict the reaction product. The product is: [CH3:2][C:3]([CH3:20])([CH3:19])[C:4]#[C:5][CH2:6][O:7][CH2:8][CH:9]1[CH2:10][CH2:11][C:12](=[O:13])[CH2:17][CH2:18]1. (4) Given the reactants [NH2:1][C:2]1[N:11]=[C:10]([CH3:12])[C:9]2[C:8](=[O:13])[CH2:7][C:6](O)([C:14]3[CH:19]=[CH:18][CH:17]=[CH:16][C:15]=3[O:20]C)[CH:5](O)[C:4]=2[N:3]=1.NC1C=CC(S)=CC=1.[F-].[K+].CN1CCCC1=O, predict the reaction product. The product is: [NH2:1][C:2]1[N:11]=[C:10]([CH3:12])[C:9]2[C:8](=[O:13])[CH2:7][CH:6]([C:14]3[CH:19]=[CH:18][CH:17]=[CH:16][C:15]=3[OH:20])[CH2:5][C:4]=2[N:3]=1. (5) Given the reactants [C:1]([C:5]1[N:10]=[CH:9][C:8]([C:11]2[N:12]([C:32]([N:34]3[CH2:39][CH2:38][CH:37]([CH2:40][C:41](O)=[O:42])[CH2:36][CH2:35]3)=[O:33])[C@@:13]([C:25]3[CH:30]=[CH:29][C:28]([Cl:31])=[CH:27][CH:26]=3)([CH3:24])[C@@:14]([C:17]3[CH:22]=[CH:21][C:20]([Cl:23])=[CH:19][CH:18]=3)([CH3:16])[N:15]=2)=[C:7]([O:44][CH2:45][CH3:46])[CH:6]=1)([CH3:4])([CH3:3])[CH3:2].[CH2:47]([NH:49][C:50]1[CH:55]=[CH:54][C:53]([CH3:56])=[CH:52][CH:51]=1)[CH3:48], predict the reaction product. The product is: [C:1]([C:5]1[N:10]=[CH:9][C:8]([C:11]2[N:12]([C:32]([N:34]3[CH2:39][CH2:38][CH:37]([CH2:40][C:41]([N:49]([CH2:47][CH3:48])[C:50]4[CH:55]=[CH:54][C:53]([CH3:56])=[CH:52][CH:51]=4)=[O:42])[CH2:36][CH2:35]3)=[O:33])[C@@:13]([C:25]3[CH:30]=[CH:29][C:28]([Cl:31])=[CH:27][CH:26]=3)([CH3:24])[C@@:14]([C:17]3[CH:18]=[CH:19][C:20]([Cl:23])=[CH:21][CH:22]=3)([CH3:16])[N:15]=2)=[C:7]([O:44][CH2:45][CH3:46])[CH:6]=1)([CH3:4])([CH3:3])[CH3:2].